Dataset: Full USPTO retrosynthesis dataset with 1.9M reactions from patents (1976-2016). Task: Predict the reactants needed to synthesize the given product. (1) Given the product [Cl:1][C:2]1[CH:3]=[C:4]([CH:8]=[C:9]([O:12][CH:13]([CH3:15])[CH3:14])[C:10]=1[Cl:11])[C:5]([NH:25][C:26]1[CH:35]=[CH:34][C:29]([C:30]([O:32][CH3:33])=[O:31])=[C:28]([CH3:36])[CH:27]=1)=[O:7], predict the reactants needed to synthesize it. The reactants are: [Cl:1][C:2]1[CH:3]=[C:4]([CH:8]=[C:9]([O:12][CH:13]([CH3:15])[CH3:14])[C:10]=1[Cl:11])[C:5]([OH:7])=O.CCN(C(C)C)C(C)C.[NH2:25][C:26]1[CH:35]=[CH:34][C:29]([C:30]([O:32][CH3:33])=[O:31])=[C:28]([CH3:36])[CH:27]=1. (2) The reactants are: [O:1]1[CH:6]([CH2:7][N:8]2[CH2:14][CH2:13][CH2:12][N:11]([C:15]3[N:22]=[CH:21][CH:20]=[CH:19][C:16]=3[C:17]#[N:18])[CH2:10][CH2:9]2)[CH2:5][O:4][C:3]2[CH:23]=[CH:24][CH:25]=[CH:26][C:2]1=2.[OH-:27].[Na+].O. Given the product [O:1]1[CH:6]([CH2:7][N:8]2[CH2:14][CH2:13][CH2:12][N:11]([C:15]3[N:22]=[CH:21][CH:20]=[CH:19][C:16]=3[C:17]([NH2:18])=[O:27])[CH2:10][CH2:9]2)[CH2:5][O:4][C:3]2[CH:23]=[CH:24][CH:25]=[CH:26][C:2]1=2, predict the reactants needed to synthesize it. (3) Given the product [C:20]1([CH:14]([C:8]2[CH:9]=[CH:10][CH:11]=[CH:12][CH:13]=2)[CH2:15][CH2:16][C:17]([NH:1][C:2]2[CH:3]=[N:4][CH:5]=[CH:6][CH:7]=2)=[O:18])[CH:21]=[CH:22][CH:23]=[CH:24][CH:25]=1, predict the reactants needed to synthesize it. The reactants are: [NH2:1][C:2]1[CH:3]=[N:4][CH:5]=[CH:6][CH:7]=1.[C:8]1([CH:14]([C:20]2[CH:25]=[CH:24][CH:23]=[CH:22][CH:21]=2)[CH2:15][CH2:16][C:17](Cl)=[O:18])[CH:13]=[CH:12][CH:11]=[CH:10][CH:9]=1.C(N(CC)CC)C. (4) Given the product [CH3:22][NH:23][C:24](=[O:31])[CH2:25][CH2:26][CH:27]([N+:28]([O-:30])=[O:29])[CH:13]([OH:14])[CH2:12][F:11], predict the reactants needed to synthesize it. The reactants are: C(Cl)(=O)C(Cl)=O.CS(C)=O.[F:11][CH2:12][CH2:13][OH:14].CCN(CC)CC.[CH3:22][NH:23][C:24](=[O:31])[CH2:25][CH2:26][CH2:27][N+:28]([O-:30])=[O:29]. (5) Given the product [C:38]([O:22][C:20]1([C@@H:23]2[CH2:28][CH2:27][CH2:26][CH2:25][NH:24]2)[CH2:19][N:18]([C:16]([C:15]2[CH:14]=[CH:13][N:12]=[CH:11][C:10]=2[NH:9][C:3]2[CH:4]=[CH:5][C:6]([I:8])=[CH:7][C:2]=2[F:1])=[O:17])[CH2:21]1)(=[O:37])[CH3:39], predict the reactants needed to synthesize it. The reactants are: [F:1][C:2]1[CH:7]=[C:6]([I:8])[CH:5]=[CH:4][C:3]=1[NH:9][C:10]1[CH:11]=[N:12][CH:13]=[CH:14][C:15]=1[C:16]([N:18]1[CH2:21][C:20]([C@@H:23]2[CH2:28][CH2:27][CH2:26][CH2:25][N:24]2C(OC(C)(C)C)=O)([OH:22])[CH2:19]1)=[O:17].Cl.[O:37]1CCO[CH2:39][CH2:38]1. (6) Given the product [CH2:11]([O:13][C:14]1[NH:1][C:2]2=[N:3][C:4]([CH3:10])=[CH:5][C:6]([CH3:9])=[C:7]2[N:8]=1)[CH3:12], predict the reactants needed to synthesize it. The reactants are: [NH2:1][C:2]1[C:7]([NH2:8])=[C:6]([CH3:9])[CH:5]=[C:4]([CH3:10])[N:3]=1.[CH2:11]([O:13][C:14](OCC)(OCC)OCC)[CH3:12].